This data is from Catalyst prediction with 721,799 reactions and 888 catalyst types from USPTO. The task is: Predict which catalyst facilitates the given reaction. (1) Reactant: [NH2:1][C:2]1[CH:3]=[C:4]([CH:8]=[CH:9][C:10]=1[O:11][CH3:12])[C:5]([OH:7])=[O:6].[C:13]1([CH2:19]O)[CH:18]=[CH:17][CH:16]=[CH:15][CH:14]=1.C(Cl)CCl. Product: [NH2:1][C:2]1[CH:3]=[C:4]([CH:8]=[CH:9][C:10]=1[O:11][CH3:12])[C:5]([O:7][CH2:19][C:13]1[CH:18]=[CH:17][CH:16]=[CH:15][CH:14]=1)=[O:6]. The catalyst class is: 241. (2) Reactant: C[C:2]1[C:7]([C:8]#[N:9])=[CH:6][N:5]=[C:4]([O:10][CH3:11])[C:3]=1[CH3:12].[Br:13]N1C(=O)CCC1=O. Product: [Br:13][CH2:12][C:3]1[C:4]([O:10][CH3:11])=[N:5][CH:6]=[C:7]([CH:2]=1)[C:8]#[N:9]. The catalyst class is: 53. (3) Reactant: [F:1][C:2]1[CH:3]=[C:4]([CH2:15][C:16]([O:18]C(C)(C)C)=O)[CH:5]=[CH:6][C:7]=1[C:8]1[CH:13]=[CH:12][N:11]=[C:10]([F:14])[CH:9]=1.C(O)(C(F)(F)F)=O.FC1C=C(CC(O)=O)C=CC=1C1C=CN=C(F)C=1.[NH2:48][C:49]1[N:54]=[CH:53][C:52]([N:55]2[CH2:60][CH2:59][N:58]([C:61](=[O:63])[CH3:62])[CH2:57][CH2:56]2)=[CH:51][CH:50]=1.CCN(C(C)C)C(C)C.F[P-](F)(F)(F)(F)F.N1(OC(N(C)C)=[N+](C)C)C2N=CC=CC=2N=N1. Product: [C:61]([N:58]1[CH2:57][CH2:56][N:55]([C:52]2[CH:51]=[CH:50][C:49]([NH:48][C:16](=[O:18])[CH2:15][C:4]3[CH:5]=[CH:6][C:7]([C:8]4[CH:13]=[CH:12][N:11]=[C:10]([F:14])[CH:9]=4)=[C:2]([F:1])[CH:3]=3)=[N:54][CH:53]=2)[CH2:60][CH2:59]1)(=[O:63])[CH3:62]. The catalyst class is: 59. (4) Reactant: C(OC([N:8]([C:16]1[C:21]([O:22][CH3:23])=[N:20][C:19](B2OC(C)(C)C(C)(C)O2)=[CH:18][N:17]=1)C(OC(C)(C)C)=O)=O)(C)(C)C.[F:33][CH:34]([F:53])[CH2:35][N:36]1[CH:40]=[C:39]([C:41]2[CH:46]=[CH:45][N:44]=[C:43]([NH:47][CH2:48][CH2:49][C:50]#[N:51])[N:42]=2)[C:38](I)=[N:37]1.[F-].[Cs+].[I-]. Product: [NH2:8][C:16]1[N:17]=[CH:18][C:19]([C:38]2[C:39]([C:41]3[CH:46]=[CH:45][N:44]=[C:43]([NH:47][CH2:48][CH2:49][C:50]#[N:51])[N:42]=3)=[CH:40][N:36]([CH2:35][CH:34]([F:53])[F:33])[N:37]=2)=[N:20][C:21]=1[O:22][CH3:23]. The catalyst class is: 216.